From a dataset of Peptide-MHC class I binding affinity with 185,985 pairs from IEDB/IMGT. Regression. Given a peptide amino acid sequence and an MHC pseudo amino acid sequence, predict their binding affinity value. This is MHC class I binding data. (1) The peptide sequence is EEVWRDPYL. The MHC is HLA-A01:01 with pseudo-sequence HLA-A01:01. The binding affinity (normalized) is 0.0847. (2) The peptide sequence is APLAHRLGM. The MHC is HLA-B38:01 with pseudo-sequence HLA-B38:01. The binding affinity (normalized) is 0.0847.